From a dataset of NCI-60 drug combinations with 297,098 pairs across 59 cell lines. Regression. Given two drug SMILES strings and cell line genomic features, predict the synergy score measuring deviation from expected non-interaction effect. (1) Drug 1: C1CC(=O)NC(=O)C1N2CC3=C(C2=O)C=CC=C3N. Drug 2: C(CC(=O)O)C(=O)CN.Cl. Cell line: HT29. Synergy scores: CSS=1.41, Synergy_ZIP=-0.109, Synergy_Bliss=-2.70, Synergy_Loewe=0.578, Synergy_HSA=-0.811. (2) Drug 1: CC1OCC2C(O1)C(C(C(O2)OC3C4COC(=O)C4C(C5=CC6=C(C=C35)OCO6)C7=CC(=C(C(=C7)OC)O)OC)O)O. Drug 2: C1=NC2=C(N=C(N=C2N1C3C(C(C(O3)CO)O)O)F)N. Cell line: CCRF-CEM. Synergy scores: CSS=56.1, Synergy_ZIP=-3.80, Synergy_Bliss=-5.49, Synergy_Loewe=-8.68, Synergy_HSA=-3.76. (3) Synergy scores: CSS=31.6, Synergy_ZIP=-11.7, Synergy_Bliss=0.338, Synergy_Loewe=-1.29, Synergy_HSA=3.45. Cell line: SK-MEL-5. Drug 2: C1=C(C(=O)NC(=O)N1)N(CCCl)CCCl. Drug 1: C1=CC(=C2C(=C1NCCNCCO)C(=O)C3=C(C=CC(=C3C2=O)O)O)NCCNCCO. (4) Drug 1: CC1=C2C(C(=O)C3(C(CC4C(C3C(C(C2(C)C)(CC1OC(=O)C(C(C5=CC=CC=C5)NC(=O)OC(C)(C)C)O)O)OC(=O)C6=CC=CC=C6)(CO4)OC(=O)C)O)C)O. Drug 2: C1CN(P(=O)(OC1)NCCCl)CCCl. Cell line: RPMI-8226. Synergy scores: CSS=46.3, Synergy_ZIP=-4.29, Synergy_Bliss=-9.36, Synergy_Loewe=-70.0, Synergy_HSA=-9.12. (5) Drug 1: C1CCC(C1)C(CC#N)N2C=C(C=N2)C3=C4C=CNC4=NC=N3. Drug 2: CC12CCC(CC1=CCC3C2CCC4(C3CC=C4C5=CN=CC=C5)C)O. Cell line: NCI-H226. Synergy scores: CSS=14.0, Synergy_ZIP=-2.37, Synergy_Bliss=4.69, Synergy_Loewe=1.98, Synergy_HSA=3.21.